From a dataset of Peptide-MHC class I binding affinity with 185,985 pairs from IEDB/IMGT. Regression. Given a peptide amino acid sequence and an MHC pseudo amino acid sequence, predict their binding affinity value. This is MHC class I binding data. (1) The peptide sequence is WPWNAREDV. The MHC is HLA-B07:02 with pseudo-sequence HLA-B07:02. The binding affinity (normalized) is 0.432. (2) The binding affinity (normalized) is 0.106. The MHC is H-2-Kb with pseudo-sequence H-2-Kb. The peptide sequence is MQLKYGDV. (3) The peptide sequence is TAAAWYLWEV. The binding affinity (normalized) is 0.359. The MHC is HLA-A02:17 with pseudo-sequence HLA-A02:17. (4) The peptide sequence is IMYNYPAML. The MHC is HLA-B07:02 with pseudo-sequence HLA-B07:02. The binding affinity (normalized) is 0.0472. (5) The peptide sequence is FSLPFPFLYKFLL. The MHC is HLA-B35:03 with pseudo-sequence HLA-B35:03. The binding affinity (normalized) is 0.189.